This data is from Full USPTO retrosynthesis dataset with 1.9M reactions from patents (1976-2016). The task is: Predict the reactants needed to synthesize the given product. Given the product [C:17]([N:14]1[CH2:13][CH2:12][N:11]([C:5]2[N:6]=[C:7]([O:8][CH:9]3[CH2:36][O:35][CH2:10]3)[C:2]([NH:1][C:31]([C:28]3[C:24]4[C:25](=[O:27])[NH:26][C:21]([CH3:20])([CH3:34])[CH2:22][C:23]=4[O:30][CH:29]=3)=[O:33])=[CH:3][CH:4]=2)[CH2:16][CH2:15]1)(=[O:19])[CH3:18], predict the reactants needed to synthesize it. The reactants are: [NH2:1][C:2]1[CH:3]=[CH:4][C:5]([N:11]2[CH2:16][CH2:15][N:14]([C:17](=[O:19])[CH3:18])[CH2:13][CH2:12]2)=[N:6][C:7]=1[O:8][CH2:9][CH3:10].[CH3:20][C:21]1([CH3:34])[NH:26][C:25](=[O:27])[C:24]2[C:28]([C:31]([OH:33])=O)=[CH:29][O:30][C:23]=2[CH2:22]1.[O:35]=[C:36]1C2C(C(O)=O)=COC=2CCN1.